Task: Predict which catalyst facilitates the given reaction.. Dataset: Catalyst prediction with 721,799 reactions and 888 catalyst types from USPTO (1) Product: [C:38]([O:15][CH:12]1[CH2:11][CH2:10][CH:9]([O:8][C:7]2[C:2]([F:1])=[CH:3][C:4]([C:17]3[CH:22]=[CH:21][C:20]([S:23]([CH3:26])(=[O:25])=[O:24])=[CH:19][CH:18]=3)=[CH:5][C:6]=2[F:16])[CH2:14][CH2:13]1)(=[O:43])[CH2:39][CH2:40][CH2:41][CH3:42]. Reactant: [F:1][C:2]1[CH:3]=[C:4]([C:17]2[CH:22]=[CH:21][C:20]([S:23]([CH3:26])(=[O:25])=[O:24])=[CH:19][CH:18]=2)[CH:5]=[C:6]([F:16])[C:7]=1[O:8][CH:9]1[CH2:14][CH2:13][CH:12]([OH:15])[CH2:11][CH2:10]1.CCN(C(C)C)C(C)C.[I-].[Na+].[C:38](Cl)(=[O:43])[CH2:39][CH2:40][CH2:41][CH3:42]. The catalyst class is: 10. (2) Reactant: [CH2:1]([N:3]1[C:12]2[C:7](=[CH:8][C:9]([N+:13]([O-])=O)=[CH:10][CH:11]=2)[C:6](=[O:16])[N:5]([CH2:17][O:18][CH3:19])[C:4]1=[O:20])[CH3:2].[H][H]. Product: [NH2:13][C:9]1[CH:8]=[C:7]2[C:12](=[CH:11][CH:10]=1)[N:3]([CH2:1][CH3:2])[C:4](=[O:20])[N:5]([CH2:17][O:18][CH3:19])[C:6]2=[O:16]. The catalyst class is: 78. (3) Reactant: [CH2:1]([NH:8][CH2:9][C@@H:10]([C:12]1[CH:21]=[CH:20][C:19]([O:22][CH2:23][C:24]2[CH:29]=[CH:28][CH:27]=[CH:26][CH:25]=2)=[C:18]2[C:13]=1[CH:14]=[CH:15][C:16](=[O:30])[NH:17]2)[OH:11])[C:2]1[CH:7]=[CH:6][CH:5]=[CH:4][CH:3]=1.C(N(CC)C(C)C)(C)C.Br[CH2:41][CH2:42][CH2:43][CH2:44][CH2:45][CH2:46][O:47][CH2:48][CH2:49][CH2:50][CH2:51][C:52]1[CH:57]=[CH:56][CH:55]=[C:54]([S:58]([CH:61]2[CH2:65][CH2:64][CH2:63][CH2:62]2)(=[O:60])=[O:59])[CH:53]=1. Product: [CH:61]1([S:58]([C:54]2[CH:53]=[C:52]([CH2:51][CH2:50][CH2:49][CH2:48][O:47][CH2:46][CH2:45][CH2:44][CH2:43][CH2:42][CH2:41][N:8]([CH2:1][C:2]3[CH:7]=[CH:6][CH:5]=[CH:4][CH:3]=3)[CH2:9][C@@H:10]([C:12]3[CH:21]=[CH:20][C:19]([O:22][CH2:23][C:24]4[CH:29]=[CH:28][CH:27]=[CH:26][CH:25]=4)=[C:18]4[C:13]=3[CH:14]=[CH:15][C:16](=[O:30])[NH:17]4)[OH:11])[CH:57]=[CH:56][CH:55]=2)(=[O:60])=[O:59])[CH2:65][CH2:64][CH2:63][CH2:62]1. The catalyst class is: 144.